Predict which catalyst facilitates the given reaction. From a dataset of Catalyst prediction with 721,799 reactions and 888 catalyst types from USPTO. Reactant: [ClH:1].Cl.[CH2:3]([C:7]1[N:8]=[N:9][C:10]([O:35][CH:36]2[CH2:41][CH2:40][NH:39][CH2:38][CH2:37]2)=[CH:11][C:12]=1[C:13]1[CH:18]=[CH:17][C:16]([O:19][CH:20]2[CH2:25][CH2:24][CH2:23][CH2:22][CH2:21]2)=[C:15]([C:26]2[CH:27]=[N:28][N:29]([CH2:31][CH2:32][O:33][CH3:34])[CH:30]=2)[CH:14]=1)[CH2:4][CH2:5][CH3:6].C=O.O.[C:45](O[BH-](OC(=O)C)OC(=O)C)(=O)C.[Na+]. Product: [ClH:1].[ClH:1].[CH2:3]([C:7]1[N:8]=[N:9][C:10]([O:35][CH:36]2[CH2:41][CH2:40][N:39]([CH3:45])[CH2:38][CH2:37]2)=[CH:11][C:12]=1[C:13]1[CH:18]=[CH:17][C:16]([O:19][CH:20]2[CH2:21][CH2:22][CH2:23][CH2:24][CH2:25]2)=[C:15]([C:26]2[CH:27]=[N:28][N:29]([CH2:31][CH2:32][O:33][CH3:34])[CH:30]=2)[CH:14]=1)[CH2:4][CH2:5][CH3:6]. The catalyst class is: 322.